This data is from Catalyst prediction with 721,799 reactions and 888 catalyst types from USPTO. The task is: Predict which catalyst facilitates the given reaction. Reactant: Cl[C:2]1[N:7]=[C:6]([C:8]2[N:12]3[CH:13]=[CH:14][CH:15]=[CH:16][C:11]3=[N:10][C:9]=2[C:17]2[CH:18]=[C:19]([CH:31]=[CH:32][CH:33]=2)[C:20]([NH:22][C:23]2[C:28]([F:29])=[CH:27][CH:26]=[CH:25][C:24]=2[F:30])=[O:21])[CH:5]=[CH:4][N:3]=1.[CH3:34][O:35][C:36]1[CH:42]=[C:41]([CH:43]2[CH2:48][CH2:47][N:46]([CH2:49][CH2:50][CH3:51])[CH2:45][CH2:44]2)[CH:40]=[CH:39][C:37]=1[NH2:38].C1(C)C=CC(S(O)(=O)=O)=CC=1.C[O-].[Na+]. Product: [F:30][C:24]1[CH:25]=[CH:26][CH:27]=[C:28]([F:29])[C:23]=1[NH:22][C:20](=[O:21])[C:19]1[CH:31]=[CH:32][CH:33]=[C:17]([C:9]2[N:10]=[C:11]3[CH:16]=[CH:15][CH:14]=[CH:13][N:12]3[C:8]=2[C:6]2[CH:5]=[CH:4][N:3]=[C:2]([NH:38][C:37]3[CH:39]=[CH:40][C:41]([CH:43]4[CH2:44][CH2:45][N:46]([CH2:49][CH2:50][CH3:51])[CH2:47][CH2:48]4)=[CH:42][C:36]=3[O:35][CH3:34])[N:7]=2)[CH:18]=1. The catalyst class is: 812.